This data is from Forward reaction prediction with 1.9M reactions from USPTO patents (1976-2016). The task is: Predict the product of the given reaction. (1) Given the reactants OC[C@@H](N)CC(C)C.COC(=O)[C@H](CC(C)C)N.OCCN.[CH3:23][CH:24]([CH3:34])[CH2:25][C@H:26]([NH:29][CH2:30][CH:31]([CH3:33])[CH3:32])[CH2:27]O.[Cl-].C([NH3+])C(C)C.[CH3:41][C:42]1[CH:47]=[C:46]([N+:48]([O-:50])=[O:49])[CH:45]=[CH:44][C:43]=1[N:51]=[C:52]=[S:53], predict the reaction product. The product is: [CH3:41][C:42]1[CH:47]=[C:46]([N+:48]([O-:50])=[O:49])[CH:45]=[CH:44][C:43]=1[N:51]=[C:52]1[N:29]([CH2:30][CH:31]([CH3:33])[CH3:32])[C@@H:26]([CH2:25][CH:24]([CH3:34])[CH3:23])[CH2:27][S:53]1. (2) Given the reactants C(N(CC)C(C)C)(C)C.CN(C(ON1N=NC2C=CC=NC1=2)=[N+](C)C)C.F[P-](F)(F)(F)(F)F.[CH3:34][C:35]1([CH3:44])[CH2:40][NH:39][CH:38]([CH:41]([OH:43])[CH3:42])[CH2:37][O:36]1.[Cl:45][C:46]1[CH:51]=[CH:50][N:49]=[C:48]([CH2:52][NH:53][C:54]2[O:55][C:56]3[C:62]([O:63][CH3:64])=[CH:61][C:60]([C:65](O)=[O:66])=[CH:59][C:57]=3[N:58]=2)[CH:47]=1, predict the reaction product. The product is: [Cl:45][C:46]1[CH:51]=[CH:50][N:49]=[C:48]([CH2:52][NH:53][C:54]2[O:55][C:56]3[C:62]([O:63][CH3:64])=[CH:61][C:60]([C:65]([N:39]4[CH:38]([CH:41]([OH:43])[CH3:42])[CH2:37][O:36][C:35]([CH3:34])([CH3:44])[CH2:40]4)=[O:66])=[CH:59][C:57]=3[N:58]=2)[CH:47]=1. (3) Given the reactants C[O:2][C:3](=[O:36])[CH2:4][C@H:5]([OH:35])[CH2:6][C@H:7]([OH:34])[CH:8]=[CH:9][C:10]1[N:11]([CH:31]([CH3:33])[CH3:32])[C:12]([C:28](=[O:30])[NH2:29])=[C:13]([C:22]2[CH:27]=[CH:26][CH:25]=[CH:24][CH:23]=2)[C:14]=1[C:15]1[CH:20]=[CH:19][C:18]([F:21])=[CH:17][CH:16]=1.C(O)C.O.[OH-].[Na+:42], predict the reaction product. The product is: [Na+:42].[C:28]([C:12]1[N:11]([CH:31]([CH3:33])[CH3:32])[C:10]([CH:9]=[CH:8][C@@H:7]([OH:34])[CH2:6][C@@H:5]([OH:35])[CH2:4][C:3]([O-:36])=[O:2])=[C:14]([C:15]2[CH:16]=[CH:17][C:18]([F:21])=[CH:19][CH:20]=2)[C:13]=1[C:22]1[CH:27]=[CH:26][CH:25]=[CH:24][CH:23]=1)(=[O:30])[NH2:29].